From a dataset of Forward reaction prediction with 1.9M reactions from USPTO patents (1976-2016). Predict the product of the given reaction. (1) Given the reactants Cl[C:2]1[C:3]2[N:10]([CH3:11])[CH:9]=[CH:8][C:4]=2[N:5]=[CH:6][N:7]=1.[NH2:12][C:13]1[CH:18]=[CH:17][C:16]([OH:19])=[CH:15][C:14]=1[CH3:20].C(=O)([O-])[O-].[K+].[K+], predict the reaction product. The product is: [CH3:20][C:14]1[CH:15]=[C:16]([O:19][C:2]2[C:3]3[N:10]([CH3:11])[CH:9]=[CH:8][C:4]=3[N:5]=[CH:6][N:7]=2)[CH:17]=[CH:18][C:13]=1[NH2:12]. (2) Given the reactants Cl[C:2]1[N:7]=[C:6]([N:8]2[CH2:13][CH2:12][O:11][CH2:10][CH2:9]2)[N:5]=[C:4]([NH:14][C@H:15]([C:17]2[N:22]=[CH:21][C:20]([F:23])=[CH:19][N:18]=2)[CH3:16])[N:3]=1.[CH3:24][C:25]1[S:29][C:28]([NH2:30])=[N:27][CH:26]=1.C([O-])([O-])=O.[Cs+].[Cs+], predict the reaction product. The product is: [F:23][C:20]1[CH:19]=[N:18][C:17]([C@@H:15]([NH:14][C:4]2[N:3]=[C:2]([NH:30][C:28]3[S:29][C:25]([CH3:24])=[CH:26][N:27]=3)[N:7]=[C:6]([N:8]3[CH2:13][CH2:12][O:11][CH2:10][CH2:9]3)[N:5]=2)[CH3:16])=[N:22][CH:21]=1. (3) Given the reactants [C:1]1([N:7]2[CH2:11][CH2:10][C:9]([NH2:12])=[N:8]2)[CH:6]=[CH:5][CH:4]=[CH:3][CH:2]=1.[OH-].[Na+], predict the reaction product. The product is: [C:1]1([N:7]2[CH:11]=[CH:10][C:9]([NH2:12])=[N:8]2)[CH:2]=[CH:3][CH:4]=[CH:5][CH:6]=1. (4) Given the reactants [F:1][C:2]1[CH:8]=[CH:7][C:5]([NH2:6])=[CH:4][C:3]=1[N+:9]([O-:11])=[O:10].C(=O)(O)[O-].[Na+].[C:17](Cl)(=[O:20])[CH:18]=[CH2:19], predict the reaction product. The product is: [F:1][C:2]1[CH:8]=[CH:7][C:5]([NH:6][C:17](=[O:20])[CH:18]=[CH2:19])=[CH:4][C:3]=1[N+:9]([O-:11])=[O:10]. (5) Given the reactants C1(S([CH2:9][C:10]2[CH:11]=[CH:12][N:13]3[C:18]=2[C:17]([NH:19][C:20]2[CH:21]=[C:22]4[C:26](=[CH:27][CH:28]=2)[N:25]([CH2:29][C:30]2[CH:35]=[CH:34][CH:33]=[C:32]([F:36])[CH:31]=2)[N:24]=[CH:23]4)=[N:16][CH:15]=[N:14]3)=O)C=CC=CC=1.[NH:37]1[CH2:43][CH:42]([OH:44])[CH2:41][NH:40][CH2:39][CH2:38]1, predict the reaction product. The product is: [F:36][C:32]1[CH:31]=[C:30]([CH:35]=[CH:34][CH:33]=1)[CH2:29][N:25]1[C:26]2[C:22](=[CH:21][C:20]([NH:19][C:17]3[C:18]4=[C:10]([CH2:9][N:37]5[CH2:43][CH:42]([OH:44])[CH2:41][NH:40][CH2:39][CH2:38]5)[CH:11]=[CH:12][N:13]4[N:14]=[CH:15][N:16]=3)=[CH:28][CH:27]=2)[CH:23]=[N:24]1. (6) Given the reactants [F:1][C:2]([F:22])([F:21])[C:3]1[CH:10]=[C:9]([N:11]2[CH:15]([CH3:16])[C:14](=[O:17])[C:13]([CH3:19])([CH3:18])[C:12]2=[O:20])[CH:8]=[CH:7][C:4]=1[C:5]#[N:6].[CH3:23][Mg]Br.C1COCC1, predict the reaction product. The product is: [OH:17][C@:14]1([CH3:23])[C:13]([CH3:19])([CH3:18])[C:12](=[O:20])[N:11]([C:9]2[CH:8]=[CH:7][C:4]([C:5]#[N:6])=[C:3]([C:2]([F:21])([F:1])[F:22])[CH:10]=2)[C@@H:15]1[CH3:16]. (7) Given the reactants [CH3:1][C:2](=O)[CH2:3][CH2:4][CH:5]=[CH2:6].[CH2:8]([NH2:11])[CH:9]=[CH2:10].C1(C)C=CC(S(O)(=O)=O)=CC=1, predict the reaction product. The product is: [CH2:8]([N:11]=[C:2]([CH3:1])[CH2:3][CH2:4][CH:5]=[CH2:6])[CH:9]=[CH2:10]. (8) Given the reactants [CH3:1][N:2]1[CH2:7][CH2:6][N:5]([CH2:8][CH2:9][C:10]2[CH:15]=[CH:14][C:13]([NH2:16])=[CH:12][CH:11]=2)[CH2:4][CH2:3]1.[CH2:17]([O:19][C:20]([C:22]1[C:23](=[O:45])[C:24]2[CH:29]=[N:28][C:27](S(C)(=O)=O)=[N:26][C:25]=2[N:34]([C:36]2[CH:37]=[C:38]3[C:42](=[CH:43][CH:44]=2)[CH2:41][CH2:40][CH2:39]3)[CH:35]=1)=[O:21])[CH3:18], predict the reaction product. The product is: [CH2:17]([O:19][C:20]([C:22]1[C:23](=[O:45])[C:24]2[CH:29]=[N:28][C:27]([NH:16][C:13]3[CH:12]=[CH:11][C:10]([CH2:9][CH2:8][N:5]4[CH2:6][CH2:7][N:2]([CH3:1])[CH2:3][CH2:4]4)=[CH:15][CH:14]=3)=[N:26][C:25]=2[N:34]([C:36]2[CH:37]=[C:38]3[C:42](=[CH:43][CH:44]=2)[CH2:41][CH2:40][CH2:39]3)[CH:35]=1)=[O:21])[CH3:18].